Dataset: Catalyst prediction with 721,799 reactions and 888 catalyst types from USPTO. Task: Predict which catalyst facilitates the given reaction. (1) Reactant: [Br:1][C:2]1[CH:3]=[C:4]([C:10]([C:12]2[C:16]3[CH:17]=[CH:18][CH:19]=[CH:20][C:15]=3[O:14][C:13]=2[CH2:21][CH3:22])=[O:11])[CH:5]=[CH:6][C:7]=1[O:8]C. Product: [Br:1][C:2]1[CH:3]=[C:4]([C:10]([C:12]2[C:16]3[CH:17]=[CH:18][CH:19]=[CH:20][C:15]=3[O:14][C:13]=2[CH2:21][CH3:22])=[O:11])[CH:5]=[CH:6][C:7]=1[OH:8]. The catalyst class is: 3. (2) Reactant: [C:1]1([C:7]2[S:8][C:9]([NH:17][C:18]([NH:20]C(=O)C(Cl)(Cl)Cl)=[O:19])=[C:10]([C:12]([O:14]CC)=O)[N:11]=2)[CH:6]=[CH:5][CH:4]=[CH:3][CH:2]=1.C[Al](C)C.[NH2:31][C@H:32]1[CH2:38][CH2:37][CH2:36][CH2:35][N:34]([C:39]([O:41][C:42]([CH3:45])([CH3:44])[CH3:43])=[O:40])[CH2:33]1.[C@H](O)(C([O-])=O)[C@@H](O)C([O-])=O.[Na+].[K+]. Product: [NH2:20][C:18]([NH:17][C:9]1[S:8][C:7]([C:1]2[CH:2]=[CH:3][CH:4]=[CH:5][CH:6]=2)=[N:11][C:10]=1[C:12]([NH:31][C@H:32]1[CH2:38][CH2:37][CH2:36][CH2:35][N:34]([C:39]([O:41][C:42]([CH3:45])([CH3:44])[CH3:43])=[O:40])[CH2:33]1)=[O:14])=[O:19]. The catalyst class is: 1. (3) Reactant: [F:1][C:2]1[CH:3]=[C:4]([C:8]2[C:16]3[C:11](=[CH:12][CH:13]=[C:14]([C:17](OC)=[O:18])[CH:15]=3)[N:10]([C:21]([C:34]3[CH:39]=[CH:38][CH:37]=[CH:36][CH:35]=3)([C:28]3[CH:33]=[CH:32][CH:31]=[CH:30][CH:29]=3)[C:22]3[CH:27]=[CH:26][CH:25]=[CH:24][CH:23]=3)[N:9]=2)[CH:5]=[CH:6][CH:7]=1.[H-].[Al+3].[Li+].[H-].[H-].[H-].S([O-])([O-])(=O)=O.[Na+].[Na+]. Product: [F:1][C:2]1[CH:3]=[C:4]([C:8]2[C:16]3[C:11](=[CH:12][CH:13]=[C:14]([CH2:17][OH:18])[CH:15]=3)[N:10]([C:21]([C:34]3[CH:35]=[CH:36][CH:37]=[CH:38][CH:39]=3)([C:28]3[CH:29]=[CH:30][CH:31]=[CH:32][CH:33]=3)[C:22]3[CH:27]=[CH:26][CH:25]=[CH:24][CH:23]=3)[N:9]=2)[CH:5]=[CH:6][CH:7]=1. The catalyst class is: 7. (4) Reactant: [Cl:1][C:2]1[CH:7]=[CH:6][C:5]([C:8]2[C:12](O)([CH3:13])[O:11][C:10](=O)[C:9]=2[C:16]2[C:21]([F:22])=[CH:20][C:19]([F:23])=[CH:18][C:17]=2[F:24])=[CH:4][CH:3]=1.O.[NH2:26][NH2:27]. Product: [Cl:1][C:2]1[CH:7]=[CH:6][C:5]([C:8]2[C:12]([CH3:13])=[N:27][NH:26][C:10](=[O:11])[C:9]=2[C:16]2[C:21]([F:22])=[CH:20][C:19]([F:23])=[CH:18][C:17]=2[F:24])=[CH:4][CH:3]=1. The catalyst class is: 51. (5) Reactant: FC(F)(F)C1C=CC=CC=1C(Cl)=O.[CH3:14][O:15][C:16]1[CH:17]=[C:18]2[C:23](=[CH:24][C:25]=1[O:26][CH3:27])[N:22]=[CH:21][N:20]=[C:19]2[O:28][C:29]1[CH:35]=[CH:34][C:32]([NH2:33])=[CH:31][CH:30]=1.[F:36][C:37]([F:50])([F:49])[C:38]1[CH:43]=[CH:42][CH:41]=[CH:40][C:39]=1[C:44]([N:46]=[C:47]=[S:48])=[O:45]. Product: [F:49][C:37]([F:36])([F:50])[C:38]1[CH:43]=[CH:42][CH:41]=[CH:40][C:39]=1[C:44]([N:46]=[C:47]=[S:48])=[O:45].[CH3:14][O:15][C:16]1[CH:17]=[C:18]2[C:23](=[CH:24][C:25]=1[O:26][CH3:27])[N:22]=[CH:21][N:20]=[C:19]2[O:28][C:29]1[CH:35]=[CH:34][C:32]([NH:33][C:47]([NH:46][C:44](=[O:45])[C:39]2[CH:40]=[CH:41][CH:42]=[CH:43][C:38]=2[C:37]([F:36])([F:50])[F:49])=[S:48])=[CH:31][CH:30]=1. The catalyst class is: 234. (6) Reactant: [NH2:1][C:2]([C:4]1[CH:5]=[N:6][C:7]2[C:12]([C:13]=1[NH:14][C:15]1[CH:16]=[C:17]([CH:23]=[CH:24][CH:25]=1)[C:18]([O:20]CC)=[O:19])=[CH:11][CH:10]=[C:9]([C:26]1[CH:31]=[CH:30][N:29]=[C:28]([O:32][CH3:33])[CH:27]=1)[CH:8]=2)=[O:3].[OH-].[Na+]. Product: [NH2:1][C:2]([C:4]1[CH:5]=[N:6][C:7]2[C:12]([C:13]=1[NH:14][C:15]1[CH:16]=[C:17]([CH:23]=[CH:24][CH:25]=1)[C:18]([OH:20])=[O:19])=[CH:11][CH:10]=[C:9]([C:26]1[CH:31]=[CH:30][N:29]=[C:28]([O:32][CH3:33])[CH:27]=1)[CH:8]=2)=[O:3]. The catalyst class is: 8. (7) Reactant: [O:1]=[C:2]1[CH2:8][N:7]([C:9]([O:11][CH2:12][CH3:13])=[O:10])[CH2:6][CH2:5][C:4]2[S:14][CH:15]=[CH:16][C:3]1=2.C1(C)C=CC=CC=1. Product: [OH:1][C@@H:2]1[CH2:8][N:7]([C:9]([O:11][CH2:12][CH3:13])=[O:10])[CH2:6][CH2:5][C:4]2[S:14][CH:15]=[CH:16][C:3]1=2. The catalyst class is: 2. (8) Reactant: [C:1]([C:3]1[CH:4]=[C:5]([CH:9]=[CH:10][C:11]=1[O:12][CH:13]([CH3:15])[CH3:14])[C:6](Cl)=[O:7])#[N:2].O[NH:17][C:18](=[NH:37])[C:19]1[CH:27]=[CH:26][CH:25]=[C:24]2[C:20]=1[CH:21]=[N:22][N:23]2[CH2:28][C:29]([CH3:36])([CH3:35])[C:30]([O:32][CH2:33][CH3:34])=[O:31].C(N(CC)CC)C. Product: [C:1]([C:3]1[CH:4]=[C:5]([C:6]2[O:7][N:17]=[C:18]([C:19]3[CH:27]=[CH:26][CH:25]=[C:24]4[C:20]=3[CH:21]=[N:22][N:23]4[CH2:28][C:29]([CH3:35])([CH3:36])[C:30]([O:32][CH2:33][CH3:34])=[O:31])[N:37]=2)[CH:9]=[CH:10][C:11]=1[O:12][CH:13]([CH3:15])[CH3:14])#[N:2]. The catalyst class is: 10. (9) Reactant: C[O:2][C:3](=[O:37])[CH2:4][CH2:5][CH:6]([NH:22][C:23](=[O:36])[CH2:24][CH2:25][CH2:26][CH2:27][CH2:28][CH2:29][C:30]1[CH:35]=[CH:34][CH:33]=[CH:32][CH:31]=1)[CH2:7][C:8]1[CH:13]=[CH:12][C:11]([O:14][CH2:15][C:16]2[CH:21]=[CH:20][CH:19]=[CH:18][CH:17]=2)=[CH:10][CH:9]=1.[OH-].[Na+]. Product: [CH2:15]([O:14][C:11]1[CH:12]=[CH:13][C:8]([CH2:7][CH:6]([NH:22][C:23](=[O:36])[CH2:24][CH2:25][CH2:26][CH2:27][CH2:28][CH2:29][C:30]2[CH:31]=[CH:32][CH:33]=[CH:34][CH:35]=2)[CH2:5][CH2:4][C:3]([OH:37])=[O:2])=[CH:9][CH:10]=1)[C:16]1[CH:17]=[CH:18][CH:19]=[CH:20][CH:21]=1. The catalyst class is: 92. (10) Reactant: [C:1]([O:5][C:6](=[O:14])[NH:7][CH:8]1[CH2:13][CH2:12][NH:11][CH2:10][CH2:9]1)([CH3:4])([CH3:3])[CH3:2].CO.C(O[C:20]1(O[Si](C)(C)C)[CH2:22][CH2:21]1)C.[BH3-]C#N.[Na+]. Product: [C:1]([O:5][C:6](=[O:14])[NH:7][CH:8]1[CH2:13][CH2:12][N:11]([CH:20]2[CH2:22][CH2:21]2)[CH2:10][CH2:9]1)([CH3:4])([CH3:2])[CH3:3]. The catalyst class is: 1.